From a dataset of Catalyst prediction with 721,799 reactions and 888 catalyst types from USPTO. Predict which catalyst facilitates the given reaction. (1) Reactant: [CH2:1]([S:3]([C:6]1[CH:14]=[CH:13][C:9]([C:10]([OH:12])=[O:11])=[CH:8][CH:7]=1)(=[O:5])=[O:4])[CH3:2].C1N=C[N:17](C(N2C=NC=C2)=O)C=1.Cl.[NH2:28][CH2:29][C:30]1[CH:31]=[C:32]2[C:36](=[CH:37][CH:38]=1)[C:35](=[O:39])[N:34]([C:40]1([CH3:48])[CH2:45][CH2:44][C:43](=[O:46])[NH:42][C:41]1=[O:47])[C:33]2=[O:49].CCOC(C)=O. Product: [CH2:1]([S:3]([C:6]1[CH:7]=[CH:8][C:9]([C:10]([NH:28][CH2:29][C:30]2[CH:31]=[C:32]3[C:36](=[CH:37][CH:38]=2)[C:35](=[O:39])[N:34]([C:40]2([CH3:48])[CH2:45][CH2:44][C:43](=[O:46])[NH:42][C:41]2=[O:47])[C:33]3=[O:49])=[O:12])=[CH:13][CH:14]=1)(=[O:4])=[O:5])[CH3:2].[CH3:1][S:3][C:6]1[CH:14]=[CH:13][C:9]([C:10]([OH:12])=[O:11])=[N:17][CH:7]=1. The catalyst class is: 9. (2) Reactant: Br[CH2:2][C:3]1[CH:8]=[CH:7][CH:6]=[CH:5][C:4]=1[CH3:9].[NH2:10][CH2:11][CH2:12][CH2:13][OH:14].[OH-].[Na+]. Product: [CH3:9][C:4]1[CH:5]=[CH:6][CH:7]=[CH:8][C:3]=1[CH2:2][NH:10][CH2:11][CH2:12][CH2:13][OH:14]. The catalyst class is: 6.